This data is from Reaction yield outcomes from USPTO patents with 853,638 reactions. The task is: Predict the reaction yield, written as a fraction of the theoretical maximum amount of product (1.0 means a 100% yield; for example, 0.34 means a 34% yield). (1) The reactants are Cl[C:2]1[N:7]=[C:6]([NH:8][C:9]2[CH:14]=[CH:13][CH:12]=[CH:11][C:10]=2[S:15]([CH:18]([CH3:20])[CH3:19])(=[O:17])=[O:16])[C:5]([Cl:21])=[CH:4][N:3]=1.[CH3:22][P:23]([C:26]1[CH:32]=[CH:31][C:29]([NH2:30])=[CH:28][CH:27]=1)([CH3:25])=[O:24].Cl.C(=O)(O)[O-].[Na+]. The catalyst is COCCO.CCO. The product is [Cl:21][C:5]1[C:6]([NH:8][C:9]2[CH:14]=[CH:13][CH:12]=[CH:11][C:10]=2[S:15]([CH:18]([CH3:20])[CH3:19])(=[O:17])=[O:16])=[N:7][C:2]([NH:30][C:29]2[CH:28]=[CH:27][C:26]([P:23]([CH3:25])([CH3:22])=[O:24])=[CH:32][CH:31]=2)=[N:3][CH:4]=1. The yield is 0.150. (2) No catalyst specified. The yield is 0.310. The product is [CH:12]([C:11]1[CH:10]=[C:5]([CH:4]=[CH:3][C:2]=1[OH:1])[C:6]([O:8][CH3:9])=[O:7])=[O:28]. The reactants are [OH:1][C:2]1[CH:11]=[CH:10][C:5]([C:6]([O:8][CH3:9])=[O:7])=[CH:4][CH:3]=1.[CH3:12]S(O)(=O)=O.C1N2CN3CN(C2)CN1C3.Cl.[OH2:28]. (3) The reactants are [H-].[Na+].O1CCCC1.[CH3:8][CH:9]([CH3:12])[CH2:10][OH:11].[CH2:13]([Sn:17]([CH2:24][CH2:25][CH2:26][CH3:27])([CH2:20][CH2:21][CH2:22][CH3:23])[CH2:18]I)[CH2:14][CH2:15][CH3:16]. The catalyst is O.CCCCCCC.CN(C)C=O. The product is [CH2:24]([Sn:17]([CH2:13][CH2:14][CH2:15][CH3:16])([CH2:20][CH2:21][CH2:22][CH3:23])[CH2:18][O:11][CH2:10][CH:9]([CH3:12])[CH3:8])[CH2:25][CH2:26][CH3:27]. The yield is 0.950. (4) The reactants are [NH2:1][C:2]1[N:7]=[C:6]([NH2:8])[C:5]([CH:9]=O)=[C:4]([NH:11][CH3:12])[N:3]=1.[CH3:13][C:14]1[CH:19]=[C:18]([CH3:20])[CH:17]=[C:16]([CH3:21])[C:15]=1[C:22](=O)[CH3:23].[OH-].[K+]. The catalyst is C(O)C. The product is [CH3:12][NH:11][C:4]1[C:5]2[CH:9]=[CH:23][C:22]([C:15]3[C:14]([CH3:13])=[CH:19][C:18]([CH3:20])=[CH:17][C:16]=3[CH3:21])=[N:8][C:6]=2[N:7]=[C:2]([NH2:1])[N:3]=1. The yield is 0.460. (5) The reactants are [NH2:1][C:2]1[S:3][C:4]2[C:12]([N:13]=1)=[CH:11][CH:10]=[C:9]1[C:5]=2[C:6](=O)[CH2:7][CH2:8]1.Cl.[NH2:16][OH:17].C([O-])(=O)C.[Na+].CCO. The catalyst is O. The yield is 0.750. The product is [NH2:1][C:2]1[S:3][C:4]2[C:12]([N:13]=1)=[CH:11][CH:10]=[C:9]1[C:5]=2[C:6](=[N:16][OH:17])[CH2:7][CH2:8]1. (6) The reactants are [C:1]([C:3]1[C:4]([NH2:9])=[N:5][CH:6]=[CH:7][CH:8]=1)#[CH:2].[CH2:10]([O:17][C:18]1[CH:23]=[CH:22][C:21]([CH2:24][C:25](Cl)=[N:26][OH:27])=[CH:20][N:19]=1)[C:11]1[CH:16]=[CH:15][CH:14]=[CH:13][CH:12]=1.C(N(CC)CC)C. The catalyst is O1CCCC1. The product is [CH2:10]([O:17][C:18]1[N:19]=[CH:20][C:21]([CH2:24][C:25]2[CH:2]=[C:1]([C:3]3[C:4]([NH2:9])=[N:5][CH:6]=[CH:7][CH:8]=3)[O:27][N:26]=2)=[CH:22][CH:23]=1)[C:11]1[CH:12]=[CH:13][CH:14]=[CH:15][CH:16]=1. The yield is 0.260.